From a dataset of Peptide-MHC class II binding affinity with 134,281 pairs from IEDB. Regression. Given a peptide amino acid sequence and an MHC pseudo amino acid sequence, predict their binding affinity value. This is MHC class II binding data. (1) The peptide sequence is KKWIKVEYGNLSLSGIA. The MHC is HLA-DQA10102-DQB10501 with pseudo-sequence HLA-DQA10102-DQB10501. The binding affinity (normalized) is 0.689. (2) The peptide sequence is RNGEVIGLYGNGILV. The MHC is HLA-DQA10201-DQB10402 with pseudo-sequence HLA-DQA10201-DQB10402. The binding affinity (normalized) is 0.174. (3) The peptide sequence is KAVSCDFNNGITIQY. The MHC is DRB1_0101 with pseudo-sequence DRB1_0101. The binding affinity (normalized) is 0.138. (4) The peptide sequence is WASHIHLVIHRIRTL. The MHC is DRB1_1101 with pseudo-sequence DRB1_1101. The binding affinity (normalized) is 0.674. (5) The peptide sequence is LQSLGAEIAVEQAAL. The MHC is DRB1_0901 with pseudo-sequence DRB1_0901. The binding affinity (normalized) is 0.421. (6) The peptide sequence is DKLTGPFTVRYTTEG. The MHC is DRB1_1001 with pseudo-sequence DRB1_1001. The binding affinity (normalized) is 0.270. (7) The peptide sequence is AAGAQLLWQLPLLSI. The MHC is DRB1_0405 with pseudo-sequence DRB1_0405. The binding affinity (normalized) is 0.389.